Regression/Classification. Given a drug SMILES string, predict its toxicity properties. Task type varies by dataset: regression for continuous values (e.g., LD50, hERG inhibition percentage) or binary classification for toxic/non-toxic outcomes (e.g., AMES mutagenicity, cardiotoxicity, hepatotoxicity). Dataset: ld50_zhu. From a dataset of Acute oral toxicity (LD50) regression data from Zhu et al.. (1) The molecule is CCCCC=CC=O. The rat oral LD50 is 1.94, given as -log10 of the dose in mol/kg body weight (higher means more acutely toxic). (2) The molecule is c1ccc(-c2nnn[nH]2)cc1. The rat oral LD50 is 1.89, given as -log10 of the dose in mol/kg body weight (higher means more acutely toxic).